From a dataset of Forward reaction prediction with 1.9M reactions from USPTO patents (1976-2016). Predict the product of the given reaction. (1) Given the reactants C[O-].[Na+].[CH3:4][C:5]1[N:10]=[C:9](/[C:11](=[N:13]/[O:14][CH2:15][CH2:16][CH2:17][C:18]2[N:23]=[C:22]([C:24]#[N:25])[CH:21]=[CH:20][CH:19]=2)/[CH3:12])[CH:8]=[CH:7][CH:6]=1.[Cl-:26].[NH4+:27], predict the reaction product. The product is: [ClH:26].[CH3:4][C:5]1[N:10]=[C:9](/[C:11](=[N:13]/[O:14][CH2:15][CH2:16][CH2:17][C:18]2[N:23]=[C:22]([C:24]([NH2:27])=[NH:25])[CH:21]=[CH:20][CH:19]=2)/[CH3:12])[CH:8]=[CH:7][CH:6]=1. (2) The product is: [OH:45][C:18]1[N:19]=[CH:20][C:21]2[C:26]([C:17]=1[C:4]1[CH:5]=[CH:6][C:7]([C:9]([F:12])([F:11])[F:10])=[CH:8][C:3]=1[O:2][CH3:1])=[CH:25][CH:24]=[C:23]([S:27]([NH:30][C:31]1[S:32][CH:33]=[CH:34][N:35]=1)(=[O:29])=[O:28])[CH:22]=2. Given the reactants [CH3:1][O:2][C:3]1[CH:8]=[C:7]([C:9]([F:12])([F:11])[F:10])[CH:6]=[CH:5][C:4]=1B(O)O.Br[C:17]1[C:26]2[C:21](=[CH:22][C:23]([S:27]([N:30](CC3C=CC(OC)=CC=3)[C:31]3[S:32][CH:33]=[CH:34][N:35]=3)(=[O:29])=[O:28])=[CH:24][CH:25]=2)[CH:20]=[N:19][C:18]=1[OH:45].C(=O)([O-])[O-].[Na+].[Na+], predict the reaction product. (3) Given the reactants [CH3:1][N:2]1[C:11]2[C:6](=[CH:7][CH:8]=[C:9]([OH:12])[CH:10]=2)[CH2:5][CH2:4][CH2:3]1.[N:13]([O-])=O.[Na+].C([O-])(O)=O.[Na+].[CH3:22][N:23]1[C:28]2[CH:29]=[C:30](O)[CH:31]=[CH:32][C:27]=2[O:26][CH2:25][CH2:24]1.[ClH:34], predict the reaction product. The product is: [Cl-:34].[CH3:22][N:23]1[C:28]2[C:27](=[CH:32][C:31]3[N:13]=[C:8]4[C:9]([O:12][C:30]=3[CH:29]=2)=[CH:10][C:11]2[C:6]([CH2:5][CH2:4][CH2:3][N+:2]=2[CH3:1])=[CH:7]4)[O:26][CH2:25][CH2:24]1.